From a dataset of TCR-epitope binding with 47,182 pairs between 192 epitopes and 23,139 TCRs. Binary Classification. Given a T-cell receptor sequence (or CDR3 region) and an epitope sequence, predict whether binding occurs between them. (1) The epitope is SEISMDNSPNL. The TCR CDR3 sequence is CASSGAETQYF. Result: 0 (the TCR does not bind to the epitope). (2) The epitope is TVYDPLQPELDSFK. The TCR CDR3 sequence is CASSLQPSGRGTDTQYF. Result: 0 (the TCR does not bind to the epitope). (3) The epitope is QARQMVQAMRTIGTHP. The TCR CDR3 sequence is CASSLGQDGYTF. Result: 0 (the TCR does not bind to the epitope). (4) The epitope is GLCTLVAML. The TCR CDR3 sequence is CSAEIIAEAIYNEQFF. Result: 1 (the TCR binds to the epitope). (5) Result: 1 (the TCR binds to the epitope). The epitope is KRWIIMGLNK. The TCR CDR3 sequence is CASSDLTGTAYNEQFF. (6) The epitope is HTTDPSFLGRY. The TCR CDR3 sequence is CASSEISGSQETQYF. Result: 1 (the TCR binds to the epitope). (7) The epitope is FLNGSCGSV. The TCR CDR3 sequence is CASSQDWLSPLHF. Result: 1 (the TCR binds to the epitope). (8) The epitope is RAKFKQLL. The TCR CDR3 sequence is CASIANRRDSSYEQYF. Result: 1 (the TCR binds to the epitope). (9) Result: 1 (the TCR binds to the epitope). The epitope is FVDGVPFVV. The TCR CDR3 sequence is CASSSDLAYNEQFF. (10) The epitope is IPIQASLPF. The TCR CDR3 sequence is CASSDLGTKNIQYF. Result: 0 (the TCR does not bind to the epitope).